From a dataset of Catalyst prediction with 721,799 reactions and 888 catalyst types from USPTO. Predict which catalyst facilitates the given reaction. (1) Reactant: [CH2:1]([N:5]1[C:9]2=[N:10][C:11](Cl)=[N:12][CH:13]=[C:8]2[C:7]([NH:15][C:16]2[C:21]([CH3:22])=[CH:20][CH:19]=[CH:18][C:17]=2[CH3:23])=[N:6]1)[CH2:2][CH:3]=[CH2:4].[NH2:24][C:25]1[CH:30]=[CH:29][CH:28]=[CH:27][CH:26]=1.C(O)(C(F)(F)F)=O. Product: [CH2:1]([N:5]1[C:9]2=[N:10][C:11]([NH:24][C:25]3[CH:30]=[CH:29][CH:28]=[CH:27][CH:26]=3)=[N:12][CH:13]=[C:8]2[C:7]([NH:15][C:16]2[C:21]([CH3:22])=[CH:20][CH:19]=[CH:18][C:17]=2[CH3:23])=[N:6]1)[CH2:2][CH:3]=[CH2:4]. The catalyst class is: 12. (2) Reactant: [C:1]([C:3]1[CH:23]=[CH:22][C:6]([CH2:7][C:8]2[C:9]([CH3:21])=[C:10]([CH3:20])[C:11]([CH:18]=O)=[C:12]([CH:17]=2)[C:13](OC)=[O:14])=[CH:5][C:4]=1[F:24])#[N:2].[NH2:25][C@@H:26]1[C@@H:31]([OH:32])[CH2:30][CH2:29][O:28][CH2:27]1. Product: [C:1]([C:3]1[CH:23]=[CH:22][C:6]([CH2:7][C:8]2[CH:17]=[C:12]3[C:11]([CH2:18][N:25]([C@@H:26]4[C@@H:31]([OH:32])[CH2:30][CH2:29][O:28][CH2:27]4)[C:13]3=[O:14])=[C:10]([CH3:20])[C:9]=2[CH3:21])=[CH:5][C:4]=1[F:24])#[N:2]. The catalyst class is: 1.